Dataset: Reaction yield outcomes from USPTO patents with 853,638 reactions. Task: Predict the reaction yield, written as a fraction of the theoretical maximum amount of product (1.0 means a 100% yield; for example, 0.34 means a 34% yield). (1) The reactants are Cl[C:2]1[C:11]2[C:6](=[CH:7][C:8]([O:14][CH2:15][CH:16]3[CH2:21][CH2:20][N:19]([CH3:22])[CH2:18][CH2:17]3)=[C:9]([O:12][CH3:13])[CH:10]=2)[N:5]=[CH:4][N:3]=1.[OH:23][C:24]1[CH:33]=[C:32]2[C:27]([CH:28]=[CH:29][C:30]([CH3:34])=[N:31]2)=[CH:26][CH:25]=1. No catalyst specified. The product is [CH3:13][O:12][C:9]1[CH:10]=[C:11]2[C:6](=[CH:7][C:8]=1[O:14][CH2:15][CH:16]1[CH2:21][CH2:20][N:19]([CH3:22])[CH2:18][CH2:17]1)[N:5]=[CH:4][N:3]=[C:2]2[O:23][C:24]1[CH:33]=[C:32]2[C:27]([CH:28]=[CH:29][C:30]([CH3:34])=[N:31]2)=[CH:26][CH:25]=1. The yield is 0.630. (2) The catalyst is COCCOC.O.C(O[Pd]OC(=O)C)(=O)C. The reactants are Br[C:2]1[NH:3][C:4]2[C:9]([C:10]=1[CH:11]=[O:12])=[CH:8][C:7]([O:13][CH3:14])=[CH:6][CH:5]=2.[CH3:15][N:16]1[CH:20]=[C:19](B2OC(C)(C)C(C)(C)O2)[C:18]([CH3:30])=[N:17]1.C1(P(C2C=CC=CC=2)C2C=CC=CC=2)C=CC=CC=1.P([O-])([O-])([O-])=O.[K+].[K+].[K+]. The product is [CH3:15][N:16]1[CH:20]=[C:19]([C:2]2[NH:3][C:4]3[C:9]([C:10]=2[CH:11]=[O:12])=[CH:8][C:7]([O:13][CH3:14])=[CH:6][CH:5]=3)[C:18]([CH3:30])=[N:17]1. The yield is 0.340. (3) The reactants are [C:1]([Mg]Br)#[CH:2].[Cl:5][CH2:6][C:7](=[O:14])[CH2:8][CH2:9][CH2:10][CH2:11][CH2:12][CH3:13]. The catalyst is C1COCC1. The product is [Cl:5][CH2:6][C:7]([OH:14])([CH2:8][CH2:9][CH2:10][CH2:11][CH2:12][CH3:13])[C:1]#[CH:2]. The yield is 0.940. (4) The reactants are [Cl:1][C:2]1[CH:3]=[C:4]([C@H:9]2[C@H:14]([N:15]([CH3:30])[C:16]([C:18]3[CH:23]=[CH:22][C:21]([N:24]4[CH2:29][CH2:28][O:27][CH2:26][CH2:25]4)=[CH:20][CH:19]=3)=[O:17])[CH2:13][CH2:12][N:11]([C:31]([C@H:33]3[CH2:38][CH2:37][O:36][CH2:35][C@H:34]3[NH:39]C(=O)OC(C)(C)C)=[O:32])[CH2:10]2)[CH:5]=[CH:6][C:7]=1[Cl:8]. The catalyst is Cl.CC(O)C. The product is [ClH:1].[NH2:39][C@H:34]1[C@@H:33]([C:31]([N:11]2[CH2:12][CH2:13][C@@H:14]([N:15]([CH3:30])[C:16](=[O:17])[C:18]3[CH:19]=[CH:20][C:21]([N:24]4[CH2:29][CH2:28][O:27][CH2:26][CH2:25]4)=[CH:22][CH:23]=3)[C@H:9]([C:4]3[CH:5]=[CH:6][C:7]([Cl:8])=[C:2]([Cl:1])[CH:3]=3)[CH2:10]2)=[O:32])[CH2:38][CH2:37][O:36][CH2:35]1. The yield is 1.00. (5) The reactants are [O:1]1[CH2:6][CH2:5][CH2:4][CH2:3][CH:2]1[N:7]1[CH:15]=[C:14]2[C:9]([CH:10]=[CH:11][CH:12]=[C:13]2[NH2:16])=[N:8]1.F[C:18]1[C:23]([C:24]2[N:32]=[CH:31][N:30]=[C:29]3[C:25]=2[N:26]=[CH:27][N:28]3[CH:33]2[CH2:38][CH2:37][CH2:36][CH2:35][O:34]2)=[CH:22][CH:21]=[CH:20][N:19]=1.[Li+].C[Si]([N-][Si](C)(C)C)(C)C. The catalyst is C1COCC1. The product is [O:1]1[CH2:6][CH2:5][CH2:4][CH2:3][CH:2]1[N:7]1[CH:15]=[C:14]2[C:9]([CH:10]=[CH:11][CH:12]=[C:13]2[NH:16][C:18]2[C:23]([C:24]3[N:32]=[CH:31][N:30]=[C:29]4[C:25]=3[N:26]=[CH:27][N:28]4[CH:33]3[CH2:38][CH2:37][CH2:36][CH2:35][O:34]3)=[CH:22][CH:21]=[CH:20][N:19]=2)=[N:8]1. The yield is 0.428.